The task is: Regression. Given two drug SMILES strings and cell line genomic features, predict the synergy score measuring deviation from expected non-interaction effect.. This data is from NCI-60 drug combinations with 297,098 pairs across 59 cell lines. (1) Drug 1: CCC1(C2=C(COC1=O)C(=O)N3CC4=CC5=C(C=CC(=C5CN(C)C)O)N=C4C3=C2)O.Cl. Drug 2: CC1C(C(CC(O1)OC2CC(CC3=C2C(=C4C(=C3O)C(=O)C5=CC=CC=C5C4=O)O)(C(=O)C)O)N)O. Cell line: SF-268. Synergy scores: CSS=49.2, Synergy_ZIP=-7.18, Synergy_Bliss=-7.61, Synergy_Loewe=-4.83, Synergy_HSA=-3.01. (2) Drug 1: CS(=O)(=O)C1=CC(=C(C=C1)C(=O)NC2=CC(=C(C=C2)Cl)C3=CC=CC=N3)Cl. Drug 2: C(CN)CNCCSP(=O)(O)O. Cell line: TK-10. Synergy scores: CSS=11.4, Synergy_ZIP=1.71, Synergy_Bliss=6.82, Synergy_Loewe=1.65, Synergy_HSA=4.85.